This data is from Forward reaction prediction with 1.9M reactions from USPTO patents (1976-2016). The task is: Predict the product of the given reaction. (1) Given the reactants [CH3:1][O:2][C:3]1[C:12]2[C:7](=[CH:8][CH:9]=[CH:10][CH:11]=2)[C:6]([NH:13][S:14]([C:17]2S[CH:19]=[CH:20][CH:21]=2)(=[O:16])=[O:15])=[CH:5][C:4]=1[S:22][CH2:23][C:24]([O:26][CH3:27])=[O:25].[Cl:28][C:29]1C=CC(CS(Cl)(=O)=O)=[CH:31][CH:30]=1, predict the reaction product. The product is: [Cl:28][C:29]1[CH:19]=[CH:20][C:21]([CH2:17][S:14]([NH:13][C:6]2[C:7]3[C:12](=[CH:11][CH:10]=[CH:9][CH:8]=3)[C:3]([O:2][CH3:1])=[C:4]([S:22][CH2:23][C:24]([O:26][CH3:27])=[O:25])[CH:5]=2)(=[O:15])=[O:16])=[CH:31][CH:30]=1. (2) Given the reactants C([Mg]Cl)(C)C.Br[C:7]1[CH:12]=[CH:11][C:10]([S:13]([N:16]2[CH2:21][CH2:20][O:19][CH2:18][CH2:17]2)(=[O:15])=[O:14])=[C:9]([C:22]([F:25])([F:24])[F:23])[CH:8]=1.[C:26](OC(=O)C)(=[O:28])[CH3:27].C([O-])(O)=O.[Na+], predict the reaction product. The product is: [N:16]1([S:13]([C:10]2[CH:11]=[CH:12][C:7]([C:26](=[O:28])[CH3:27])=[CH:8][C:9]=2[C:22]([F:25])([F:24])[F:23])(=[O:15])=[O:14])[CH2:21][CH2:20][O:19][CH2:18][CH2:17]1.